This data is from Forward reaction prediction with 1.9M reactions from USPTO patents (1976-2016). The task is: Predict the product of the given reaction. Given the reactants Br[C:2]1[CH:7]=[CH:6][C:5]([N:8]2[CH2:13][CH2:12][S:11](=[N:15][C:16](=[O:21])[C:17]([F:20])([F:19])[F:18])(=[O:14])[CH2:10][CH2:9]2)=[CH:4][CH:3]=1.[B:22]1([B:22]2[O:26][C:25]([CH3:28])([CH3:27])[C:24]([CH3:30])([CH3:29])[O:23]2)[O:26][C:25]([CH3:28])([CH3:27])[C:24]([CH3:30])([CH3:29])[O:23]1.CC([O-])=O.[K+], predict the reaction product. The product is: [F:18][C:17]([F:20])([F:19])[C:16]([N:15]=[S:11]1(=[O:14])[CH2:12][CH2:13][N:8]([C:5]2[CH:6]=[CH:7][C:2]([B:22]3[O:26][C:25]([CH3:28])([CH3:27])[C:24]([CH3:30])([CH3:29])[O:23]3)=[CH:3][CH:4]=2)[CH2:9][CH2:10]1)=[O:21].